Task: Predict which catalyst facilitates the given reaction.. Dataset: Catalyst prediction with 721,799 reactions and 888 catalyst types from USPTO (1) Reactant: [F:1][C:2]1[CH:7]=[CH:6][C:5]([C@@H:8]([NH2:10])[CH3:9])=[CH:4][CH:3]=1.C(N(CC)CC)C.[Br:18][CH:19]([CH2:23][CH2:24][Br:25])[C:20](Cl)=[O:21]. Product: [Br:18][CH:19]([CH2:23][CH2:24][Br:25])[C:20]([NH:10][C@H:8]([C:5]1[CH:6]=[CH:7][C:2]([F:1])=[CH:3][CH:4]=1)[CH3:9])=[O:21]. The catalyst class is: 27. (2) Reactant: [CH:1]1([C:6]2[S:10][C:9]([NH:11][C:12](=[O:20])[C:13]3[CH:18]=[CH:17][CH:16]=[CH:15][C:14]=3[F:19])=[N:8][N:7]=2)[CH2:5][CH2:4][CH2:3][CH2:2]1.[S:21]([Cl:25])(=O)(=[O:23])[OH:22]. Product: [CH:1]1([C:6]2[S:10][C:9]([NH:11][C:12]([C:13]3[CH:18]=[C:17]([S:21]([Cl:25])(=[O:23])=[O:22])[CH:16]=[CH:15][C:14]=3[F:19])=[O:20])=[N:8][N:7]=2)[CH2:2][CH2:3][CH2:4][CH2:5]1. The catalyst class is: 74.